From a dataset of Full USPTO retrosynthesis dataset with 1.9M reactions from patents (1976-2016). Predict the reactants needed to synthesize the given product. (1) Given the product [CH3:48][O:49][C:50]1[CH:51]=[C:52]([S:58]([N:14]2[CH2:15][CH:16]([CH2:18][CH2:19][CH2:20][CH2:21][NH:22][C:23](=[O:34])[CH2:24][O:25][CH2:26][C:27]3[CH:28]=[CH:29][C:30]([F:33])=[CH:31][CH:32]=3)[CH2:17]2)(=[O:59])=[O:60])[CH:53]=[CH:54][C:55]=1[O:56][CH3:57], predict the reactants needed to synthesize it. The reactants are: C([N:14]1[CH2:17][CH:16]([CH2:18][CH2:19][CH2:20][CH2:21][NH:22][C:23](=[O:34])[CH2:24][O:25][CH2:26][C:27]2[CH:32]=[CH:31][C:30]([F:33])=[CH:29][CH:28]=2)[CH2:15]1)(C1C=CC=CC=1)C1C=CC=CC=1.ClC(OC(Cl)C)=O.N1C=CC=CC=1.[CH3:48][O:49][C:50]1[CH:51]=[C:52]([S:58](Cl)(=[O:60])=[O:59])[CH:53]=[CH:54][C:55]=1[O:56][CH3:57]. (2) Given the product [CH2:20]([N:27]1[CH2:32][CH2:31][C:30]([C:11]2[C:2]([Cl:1])=[N:3][C:4]3[C:9]([CH:10]=2)=[CH:8][CH:7]=[CH:6][CH:5]=3)([OH:34])[CH2:29][CH2:28]1)[C:21]1[CH:26]=[CH:25][CH:24]=[CH:23][CH:22]=1, predict the reactants needed to synthesize it. The reactants are: [Cl:1][C:2]1[CH:11]=[CH:10][C:9]2[C:4](=[CH:5][CH:6]=[CH:7][CH:8]=2)[N:3]=1.C([N-]C(C)C)(C)C.[Li+].[CH2:20]([N:27]1[CH2:32][CH2:31][CH2:30][CH2:29][C:28]1=O)[C:21]1[CH:26]=[CH:25][CH:24]=[CH:23][CH:22]=1.[OH2:34]. (3) Given the product [Br:2][C:3]1[C:4]([CH3:10])=[CH:5][C:6]([O:12][CH3:11])=[N:7][CH:8]=1, predict the reactants needed to synthesize it. The reactants are: [Na].[Br:2][C:3]1[C:4]([CH3:10])=[CH:5][C:6](F)=[N:7][CH:8]=1.[CH3:11][OH:12]. (4) Given the product [N:26]([C@@H:2]([C@H:17]([C:19]1[CH:24]=[CH:23][C:22]([Br:25])=[CH:21][CH:20]=1)[CH3:18])[C:3]([N:5]1[C@H:9]([C:10]2[CH:15]=[CH:14][CH:13]=[CH:12][CH:11]=2)[CH2:8][O:7][C:6]1=[O:16])=[O:4])=[N+:27]=[N-:28], predict the reactants needed to synthesize it. The reactants are: Br[C@H:2]([C@H:17]([C:19]1[CH:24]=[CH:23][C:22]([Br:25])=[CH:21][CH:20]=1)[CH3:18])[C:3]([N:5]1[C@H:9]([C:10]2[CH:15]=[CH:14][CH:13]=[CH:12][CH:11]=2)[CH2:8][O:7][C:6]1=[O:16])=[O:4].[N-:26]=[N+:27]=[N-:28].CN(C)C(=[NH2+])N(C)C. (5) Given the product [NH2:1][C:2]1[CH:7]=[C:6]([C:8]([F:10])([F:11])[F:9])[CH:5]=[CH:4][C:3]=1[NH:12][C:13]1[CH:14]=[C:15]([CH:21]=[CH:22][CH:23]=1)[C:16]([OH:18])=[O:17], predict the reactants needed to synthesize it. The reactants are: [NH2:1][C:2]1[CH:7]=[C:6]([C:8]([F:11])([F:10])[F:9])[CH:5]=[CH:4][C:3]=1[NH:12][C:13]1[CH:14]=[C:15]([CH:21]=[CH:22][CH:23]=1)[C:16]([O:18]CC)=[O:17].C(O)C.[OH-].[Na+].